From a dataset of Full USPTO retrosynthesis dataset with 1.9M reactions from patents (1976-2016). Predict the reactants needed to synthesize the given product. (1) Given the product [CH3:12][N:13]1[CH:17]=[CH:16][C:15]([NH:18][C:19]([C:21]2[CH:32]=[C:31]([O:33][C:8]3[CH:9]=[CH:10][C:5]([S:2]([CH3:1])(=[O:4])=[O:3])=[CH:6][CH:7]=3)[C:24]3[CH2:25][CH:26]([CH:28]([F:30])[F:29])[O:27][C:23]=3[CH:22]=2)=[O:20])=[N:14]1, predict the reactants needed to synthesize it. The reactants are: [CH3:1][S:2]([C:5]1[CH:10]=[CH:9][C:8](F)=[CH:7][CH:6]=1)(=[O:4])=[O:3].[CH3:12][N:13]1[CH:17]=[CH:16][C:15]([NH:18][C:19]([C:21]2[CH:32]=[C:31]([OH:33])[C:24]3[CH2:25][CH:26]([CH:28]([F:30])[F:29])[O:27][C:23]=3[CH:22]=2)=[O:20])=[N:14]1. (2) Given the product [C:11]1([CH2:10][O:17][C:18](=[O:19])[N:20]([C@@H:21]([C:22]2[N:8]([CH2:31][O:30][CH2:29][CH2:28][Si:27]([CH3:34])([CH3:33])[CH3:26])[C:5]3=[N:6][CH:7]=[C:2]([Br:1])[CH:3]=[C:4]3[N:9]=2)[CH3:23])[CH2:31][O:30][CH2:29][CH2:28][Si:27]([CH3:34])([CH3:33])[CH3:26])[CH:12]=[CH:13][CH:14]=[CH:15][CH:16]=1, predict the reactants needed to synthesize it. The reactants are: [Br:1][C:2]1[CH:3]=[C:4]([NH2:9])[C:5]([NH2:8])=[N:6][CH:7]=1.[CH2:10]([O:17][C:18]([NH:20][C@@H:21]([C:23](O)=O)[CH3:22])=[O:19])[C:11]1[CH:16]=[CH:15][CH:14]=[CH:13][CH:12]=1.[CH3:26][Si:27]([CH3:34])([CH3:33])[CH2:28][CH2:29][O:30][CH2:31]Cl. (3) Given the product [CH2:1]([O:4][C:5]1([CH3:45])[CH2:6][CH2:7][N:8]([C:11]2[N:16]3[N:17]=[C:18]([C:20]4[CH:21]=[C:22]([C:26]5[CH:31]=[C:30]([F:32])[CH:29]=[CH:28][C:27]=5[O:33][C@H:49]([CH2:48][CH:47]=[CH2:46])[CH3:50])[CH:23]=[CH:24][CH:25]=4)[CH:19]=[C:15]3[N:14]=[C:13]([CH3:34])[C:12]=2[C@H:35]([O:40][C:41]([CH3:44])([CH3:43])[CH3:42])[C:36]([O:38][CH3:39])=[O:37])[CH2:9][CH2:10]1)[CH:2]=[CH2:3], predict the reactants needed to synthesize it. The reactants are: [CH2:1]([O:4][C:5]1([CH3:45])[CH2:10][CH2:9][N:8]([C:11]2[N:16]3[N:17]=[C:18]([C:20]4[CH:21]=[C:22]([C:26]5[CH:31]=[C:30]([F:32])[CH:29]=[CH:28][C:27]=5[OH:33])[CH:23]=[CH:24][CH:25]=4)[CH:19]=[C:15]3[N:14]=[C:13]([CH3:34])[C:12]=2[C@H:35]([O:40][C:41]([CH3:44])([CH3:43])[CH3:42])[C:36]([O:38][CH3:39])=[O:37])[CH2:7][CH2:6]1)[CH:2]=[CH2:3].[CH3:46][C@@H:47](O)[CH2:48][CH:49]=[CH2:50].C1C=CC(P(C2C=CC=CC=2)C2C=CC=CC=2)=CC=1.CCOC(/N=N/C(OCC)=O)=O. (4) Given the product [F:1][C:2]1[CH:10]=[C:9]2[C:5]([C:6]([C:11]3[CH:12]=[CH:13][C:14]([NH:17][C:27](=[O:28])[C@@H:19]([NH:18][C:30](=[O:31])[O:32][C:33]([CH3:34])([CH3:35])[CH3:36])[CH2:20][C:21]4[CH:26]=[CH:25][CH:24]=[CH:23][CH:22]=4)=[N:15][CH:16]=3)=[CH:7][NH:8]2)=[CH:4][CH:3]=1, predict the reactants needed to synthesize it. The reactants are: [F:1][C:2]1[CH:10]=[C:9]2[C:5]([C:6]([C:11]3[CH:12]=[CH:13][C:14]([NH2:17])=[N:15][CH:16]=3)=[CH:7][NH:8]2)=[CH:4][CH:3]=1.[NH:18]([C:30]([O:32][C:33]([CH3:36])([CH3:35])[CH3:34])=[O:31])[C@H:19]([C:27](O)=[O:28])[CH2:20][C:21]1[CH:26]=[CH:25][CH:24]=[CH:23][CH:22]=1. (5) Given the product [Br:30][C:31]1[CH:36]=[CH:35][C:34]([O:29][CH:8]([C:5]2[CH:4]=[CH:3][C:2]([Br:1])=[CH:7][CH:6]=2)[CH2:9][CH2:10][N:11]2[CH2:16][CH2:15][CH:14]([C:17]3[CH:18]=[C:19]([NH:23][C:24](=[O:28])[CH:25]([CH3:26])[CH3:27])[CH:20]=[CH:21][CH:22]=3)[CH2:13][CH2:12]2)=[CH:33][CH:32]=1, predict the reactants needed to synthesize it. The reactants are: [Br:1][C:2]1[CH:7]=[CH:6][C:5]([CH:8]([OH:29])[CH2:9][CH2:10][N:11]2[CH2:16][CH2:15][CH:14]([C:17]3[CH:18]=[C:19]([NH:23][C:24](=[O:28])[CH:25]([CH3:27])[CH3:26])[CH:20]=[CH:21][CH:22]=3)[CH2:13][CH2:12]2)=[CH:4][CH:3]=1.[Br:30][C:31]1[CH:36]=[CH:35][C:34](O)=[CH:33][CH:32]=1. (6) Given the product [Cl:32][C:27]1[CH:28]=[CH:29][CH:30]=[CH:31][C:26]=1[C:25]1[C:20]2[C:21](=[N:22][C:17]([O:9][C:3]3[CH:4]=[CH:5][C:6]([F:8])=[CH:7][C:2]=3[F:1])=[CH:18][CH:19]=2)[NH:23][N:24]=1, predict the reactants needed to synthesize it. The reactants are: [F:1][C:2]1[CH:7]=[C:6]([F:8])[CH:5]=[CH:4][C:3]=1[OH:9].CC(C)([O-])C.[K+].Cl[C:17]1[N:22]=[C:21]2[NH:23][N:24]=[C:25]([C:26]3[CH:31]=[CH:30][CH:29]=[CH:28][C:27]=3[Cl:32])[C:20]2=[CH:19][CH:18]=1.